Regression. Given a peptide amino acid sequence and an MHC pseudo amino acid sequence, predict their binding affinity value. This is MHC class II binding data. From a dataset of Peptide-MHC class II binding affinity with 134,281 pairs from IEDB. The peptide sequence is EKEYFAATQFEPLAA. The MHC is HLA-DPA10201-DPB11401 with pseudo-sequence HLA-DPA10201-DPB11401. The binding affinity (normalized) is 0.623.